The task is: Predict the reactants needed to synthesize the given product.. This data is from Retrosynthesis with 50K atom-mapped reactions and 10 reaction types from USPTO. Given the product Cc1nc2c(O)c(CC[C@@H](O)c3ccccc3)c(C(=O)N3CCC3)cc2n1C, predict the reactants needed to synthesize it. The reactants are: Cc1nc2c(O)c(CCC(=O)c3ccccc3)c(C(=O)N3CCC3)cc2n1C.